This data is from Reaction yield outcomes from USPTO patents with 853,638 reactions. The task is: Predict the reaction yield, written as a fraction of the theoretical maximum amount of product (1.0 means a 100% yield; for example, 0.34 means a 34% yield). The yield is 0.560. The catalyst is C(Cl)Cl. The reactants are [F:8][C:7]([F:10])([F:9])[C:6](O[C:6](=[O:11])[C:7]([F:10])([F:9])[F:8])=[O:11].[CH:14]12[CH2:26][CH2:25][CH:21]([CH2:22][NH:23][CH2:24]1)[C:20]1[CH:19]=[CH:18][CH:17]=[CH:16][C:15]2=1.N1C=CC=CC=1.Cl. The product is [CH:14]12[CH2:26][CH2:25][CH:21]([CH2:22][N:23]([C:6](=[O:11])[C:7]([F:8])([F:9])[F:10])[CH2:24]1)[C:20]1[CH:19]=[CH:18][CH:17]=[CH:16][C:15]2=1.